This data is from Forward reaction prediction with 1.9M reactions from USPTO patents (1976-2016). The task is: Predict the product of the given reaction. (1) Given the reactants [O-]P([O-])([O-])=O.[K+].[K+].[K+].Br[C:10]1[CH:15]=[C:14]([F:16])[CH:13]=[C:12]([F:17])[CH:11]=1.[NH:18]1[CH2:23][CH2:22][O:21][CH2:20][CH2:19]1, predict the reaction product. The product is: [F:17][C:12]1[CH:11]=[C:10]([N:18]2[CH2:23][CH2:22][O:21][CH2:20][CH2:19]2)[CH:15]=[C:14]([F:16])[CH:13]=1. (2) Given the reactants C([O:8][C:9]1[CH:16]=[C:15]([C:17]([CH3:20])([CH3:19])[CH3:18])[CH:14]=[C:13]([C:21]([CH3:24])([CH3:23])[CH3:22])[C:10]=1[CH:11]=O)C1C=CC=CC=1.C([O-])(=O)C.[NH4+].[N+:30]([CH3:33])([O-])=O, predict the reaction product. The product is: [NH2:30][CH2:33][CH2:11][C:10]1[C:13]([C:21]([CH3:22])([CH3:24])[CH3:23])=[CH:14][C:15]([C:17]([CH3:20])([CH3:19])[CH3:18])=[CH:16][C:9]=1[OH:8]. (3) Given the reactants [NH2:1][C:2]1[CH:3]=[C:4]2[C:8](=[C:9]([F:11])[CH:10]=1)[N:7]([CH:12]([CH3:14])[CH3:13])[C:6](=[O:15])[CH2:5]2.[CH3:16][O:17][C:18]([C@@H:20]1[O:22][CH2:21]1)=[O:19].FC(F)(F)S([O-])(=O)=O.[Li+], predict the reaction product. The product is: [CH3:16][O:17][C:18](=[O:19])[CH:20]([OH:22])[CH2:21][NH:1][C:2]1[CH:3]=[C:4]2[C:8](=[C:9]([F:11])[CH:10]=1)[N:7]([CH:12]([CH3:13])[CH3:14])[C:6](=[O:15])[CH2:5]2. (4) Given the reactants ClC1N=C(NCCC[NH:12][C:13]([C:15]2[CH:19]=[C:18]([C:20]3[CH:25]=[CH:24][CH:23]=[CH:22][CH:21]=3)[O:17][N:16]=2)=[O:14])C=CN=1.N1CCOCC1, predict the reaction product. The product is: [C:20]1([C:18]2[O:17][N:16]=[C:15]([C:13]([NH2:12])=[O:14])[CH:19]=2)[CH:21]=[CH:22][CH:23]=[CH:24][CH:25]=1. (5) Given the reactants Br[C:2]1[CH:10]=[CH:9][C:5]([C:6]([NH2:8])=[O:7])=[CH:4][N:3]=1.C[Sn](C)C.C[Sn](C)C.Br[C:20]1[CH:21]=[N:22][N:23]2[CH:28]=[CH:27][C:26]([C:29]([N:31]([C:35]3[CH:40]=[CH:39][C:38]([C:41]#[N:42])=[CH:37][CH:36]=3)[CH:32]3[CH2:34][CH2:33]3)=[O:30])=[CH:25][C:24]=12, predict the reaction product. The product is: [C:6]([C:5]1[CH:9]=[CH:10][C:2]([C:20]2[CH:21]=[N:22][N:23]3[CH:28]=[CH:27][C:26]([C:29]([N:31]([C:35]4[CH:36]=[CH:37][C:38]([C:41]#[N:42])=[CH:39][CH:40]=4)[CH:32]4[CH2:34][CH2:33]4)=[O:30])=[CH:25][C:24]=23)=[N:3][CH:4]=1)(=[O:7])[NH2:8]. (6) The product is: [O:15]=[C:13]1[NH:12][C:8]2=[N:9][CH:10]=[CH:11][C:6]([O:5][C:4]3[CH:3]=[C:2]([NH:1][S:27]([C:23]4[CH:24]=[CH:25][CH:26]=[C:21]([C:20]([F:19])([F:31])[F:32])[CH:22]=4)(=[O:29])=[O:28])[CH:18]=[CH:17][CH:16]=3)=[C:7]2[NH:14]1. Given the reactants [NH2:1][C:2]1[CH:3]=[C:4]([CH:16]=[CH:17][CH:18]=1)[O:5][C:6]1[CH:11]=[CH:10][N:9]=[C:8]2[NH:12][C:13](=[O:15])[NH:14][C:7]=12.[F:19][C:20]([F:32])([F:31])[C:21]1[CH:22]=[C:23]([S:27](Cl)(=[O:29])=[O:28])[CH:24]=[CH:25][CH:26]=1, predict the reaction product. (7) Given the reactants [F:1][C:2]1[CH:11]=[CH:10][CH:9]=[C:8]([CH:12]=C)[C:3]=1[C:4]([O:6][CH3:7])=[O:5].[O:14]=[O+][O-].CSC, predict the reaction product. The product is: [F:1][C:2]1[CH:11]=[CH:10][CH:9]=[C:8]([CH:12]=[O:14])[C:3]=1[C:4]([O:6][CH3:7])=[O:5]. (8) Given the reactants O.C(O)=[O:3].COC1C=C2C(C(C(NCC3CCN(CC(O)=O)CC3)=O)=NN2)=CC=1C1C=NC=CC=1.C([O:38][C:39](=[O:61])[CH2:40][N:41]1[CH2:46][CH2:45][CH:44]([CH2:47][NH:48][C:49]([C:51]2[C:59]3[C:54](=[CH:55][CH:56]=[C:57](Br)[CH:58]=3)[NH:53][N:52]=2)=[O:50])[CH2:43][CH2:42]1)C.[Cl:62][C:63]1[C:68]([Cl:69])=[CH:67][CH:66]=[CH:65][C:64]=1B(O)O, predict the reaction product. The product is: [OH2:3].[Cl:62][C:63]1[C:68]([Cl:69])=[CH:67][CH:66]=[CH:65][C:64]=1[C:57]1[CH:58]=[C:59]2[C:54](=[CH:55][CH:56]=1)[NH:53][N:52]=[C:51]2[C:49]([NH:48][CH2:47][CH:44]1[CH2:43][CH2:42][N:41]([CH2:40][C:39]([OH:38])=[O:61])[CH2:46][CH2:45]1)=[O:50].